Dataset: Peptide-MHC class II binding affinity with 134,281 pairs from IEDB. Task: Regression. Given a peptide amino acid sequence and an MHC pseudo amino acid sequence, predict their binding affinity value. This is MHC class II binding data. (1) The peptide sequence is FPPNGTHSWEYWGAQ. The MHC is DRB1_1501 with pseudo-sequence DRB1_1501. The binding affinity (normalized) is 0.0338. (2) The peptide sequence is FVQALTTAAASYASV. The MHC is HLA-DPA10201-DPB10101 with pseudo-sequence HLA-DPA10201-DPB10101. The binding affinity (normalized) is 0.476.